This data is from NCI-60 drug combinations with 297,098 pairs across 59 cell lines. The task is: Regression. Given two drug SMILES strings and cell line genomic features, predict the synergy score measuring deviation from expected non-interaction effect. (1) Drug 1: CC1CCC2CC(C(=CC=CC=CC(CC(C(=O)C(C(C(=CC(C(=O)CC(OC(=O)C3CCCCN3C(=O)C(=O)C1(O2)O)C(C)CC4CCC(C(C4)OC)O)C)C)O)OC)C)C)C)OC. Drug 2: C1CN(P(=O)(OC1)NCCCl)CCCl. Cell line: UO-31. Synergy scores: CSS=20.0, Synergy_ZIP=-5.85, Synergy_Bliss=1.03, Synergy_Loewe=-20.8, Synergy_HSA=1.02. (2) Drug 1: C1CCC(C1)C(CC#N)N2C=C(C=N2)C3=C4C=CNC4=NC=N3. Drug 2: CC1C(C(CC(O1)OC2CC(CC3=C2C(=C4C(=C3O)C(=O)C5=C(C4=O)C(=CC=C5)OC)O)(C(=O)CO)O)N)O.Cl. Cell line: T-47D. Synergy scores: CSS=39.0, Synergy_ZIP=4.28, Synergy_Bliss=3.69, Synergy_Loewe=-27.9, Synergy_HSA=0.441. (3) Drug 1: CC1=C2C(C(=O)C3(C(CC4C(C3C(C(C2(C)C)(CC1OC(=O)C(C(C5=CC=CC=C5)NC(=O)OC(C)(C)C)O)O)OC(=O)C6=CC=CC=C6)(CO4)OC(=O)C)OC)C)OC. Drug 2: COC1=C(C=C2C(=C1)N=CN=C2NC3=CC(=C(C=C3)F)Cl)OCCCN4CCOCC4. Cell line: SK-MEL-28. Synergy scores: CSS=58.5, Synergy_ZIP=12.9, Synergy_Bliss=12.2, Synergy_Loewe=12.2, Synergy_HSA=17.3. (4) Drug 1: CC1CCC2CC(C(=CC=CC=CC(CC(C(=O)C(C(C(=CC(C(=O)CC(OC(=O)C3CCCCN3C(=O)C(=O)C1(O2)O)C(C)CC4CCC(C(C4)OC)O)C)C)O)OC)C)C)C)OC. Drug 2: CN(CCCl)CCCl.Cl. Cell line: NCI-H522. Synergy scores: CSS=20.2, Synergy_ZIP=-3.78, Synergy_Bliss=-4.23, Synergy_Loewe=-2.29, Synergy_HSA=-1.15. (5) Drug 1: CN(CC1=CN=C2C(=N1)C(=NC(=N2)N)N)C3=CC=C(C=C3)C(=O)NC(CCC(=O)O)C(=O)O. Drug 2: C1=CN(C(=O)N=C1N)C2C(C(C(O2)CO)O)O.Cl. Cell line: SNB-75. Synergy scores: CSS=19.2, Synergy_ZIP=-1.93, Synergy_Bliss=-2.57, Synergy_Loewe=-15.0, Synergy_HSA=-0.810.